Dataset: Reaction yield outcomes from USPTO patents with 853,638 reactions. Task: Predict the reaction yield, written as a fraction of the theoretical maximum amount of product (1.0 means a 100% yield; for example, 0.34 means a 34% yield). The reactants are C[O:2][C:3]([C:5]1[CH:6]=[CH:7][C:8]2[O:17][CH2:16][CH2:15][C:14]3[N:10]([N:11]=[C:12]([C:18]4[N:19]([CH2:23][C:24]([F:27])([F:26])[F:25])[N:20]=[CH:21][N:22]=4)[CH:13]=3)[C:9]=2[CH:28]=1)=O.CC(C[AlH]CC(C)C)C.C(C(C(C([O-])=O)O)O)([O-])=O.[K+].[Na+]. The catalyst is C1COCC1.CO. The product is [F:26][C:24]([F:25])([F:27])[CH2:23][N:19]1[C:18]([C:12]2[CH:13]=[C:14]3[N:10]([N:11]=2)[C:9]2[CH:28]=[C:5]([CH2:3][OH:2])[CH:6]=[CH:7][C:8]=2[O:17][CH2:16][CH2:15]3)=[N:22][CH:21]=[N:20]1. The yield is 1.00.